Task: Regression. Given two drug SMILES strings and cell line genomic features, predict the synergy score measuring deviation from expected non-interaction effect.. Dataset: NCI-60 drug combinations with 297,098 pairs across 59 cell lines (1) Drug 1: C1CN1P(=S)(N2CC2)N3CC3. Drug 2: CC1=C(C=C(C=C1)NC(=O)C2=CC=C(C=C2)CN3CCN(CC3)C)NC4=NC=CC(=N4)C5=CN=CC=C5. Cell line: NCIH23. Synergy scores: CSS=26.7, Synergy_ZIP=-5.44, Synergy_Bliss=-0.995, Synergy_Loewe=-4.75, Synergy_HSA=-0.936. (2) Drug 2: CN(C)N=NC1=C(NC=N1)C(=O)N. Cell line: 786-0. Synergy scores: CSS=6.13, Synergy_ZIP=4.40, Synergy_Bliss=4.96, Synergy_Loewe=2.48, Synergy_HSA=3.36. Drug 1: CC1=CC2C(CCC3(C2CCC3(C(=O)C)OC(=O)C)C)C4(C1=CC(=O)CC4)C. (3) Drug 1: CNC(=O)C1=NC=CC(=C1)OC2=CC=C(C=C2)NC(=O)NC3=CC(=C(C=C3)Cl)C(F)(F)F. Cell line: UACC62. Synergy scores: CSS=6.07, Synergy_ZIP=2.57, Synergy_Bliss=-1.97, Synergy_Loewe=-10.3, Synergy_HSA=-2.98. Drug 2: C(CCl)NC(=O)N(CCCl)N=O.